Dataset: Reaction yield outcomes from USPTO patents with 853,638 reactions. Task: Predict the reaction yield, written as a fraction of the theoretical maximum amount of product (1.0 means a 100% yield; for example, 0.34 means a 34% yield). (1) The reactants are [Br:1][C:2]1[C:14](=[O:15])[NH:13][C:5]2[N:6]=[C:7]([S:11][CH3:12])[N:8]=[C:9]([CH3:10])[C:4]=2[CH:3]=1.Br[CH2:17][CH:18]1[CH2:22][CH2:21][O:20][CH2:19]1. The catalyst is CN(C=O)C. The product is [Br:1][C:2]1[C:14](=[O:15])[N:13]([CH2:17][CH:18]2[CH2:22][CH2:21][O:20][CH2:19]2)[C:5]2[N:6]=[C:7]([S:11][CH3:12])[N:8]=[C:9]([CH3:10])[C:4]=2[CH:3]=1. The yield is 0.610. (2) The reactants are [Cl:1][C:2]1[C:10]2[N:9]=[C:8]([NH:11][C:12]3[CH:17]=[C:16]([Cl:18])[CH:15]=[C:14]([Cl:19])[CH:13]=3)[N:7]([CH2:20][CH2:21][CH2:22][CH2:23]O)[C:6]=2[C:5]([CH:25]([CH2:28][CH3:29])[CH2:26][CH3:27])=[CH:4][CH:3]=1.CS(Cl)(=O)=O.C(=O)(O)[O-].[Na+].C(=O)([O-])[O-].[K+].[K+]. The catalyst is N1C=CC=CC=1.O. The product is [Cl:1][C:2]1[C:10]2[N:9]=[C:8]3[N:11]([C:12]4[CH:17]=[C:16]([Cl:18])[CH:15]=[C:14]([Cl:19])[CH:13]=4)[CH2:23][CH2:22][CH2:21][CH2:20][N:7]3[C:6]=2[C:5]([CH:25]([CH2:28][CH3:29])[CH2:26][CH3:27])=[CH:4][CH:3]=1. The yield is 0.930.